This data is from Full USPTO retrosynthesis dataset with 1.9M reactions from patents (1976-2016). The task is: Predict the reactants needed to synthesize the given product. (1) Given the product [CH2:63]([NH:64][C:6]([C@@H:8]1[CH2:13][CH2:12][CH2:11][N:10]([C:14](=[O:55])[C@@H:15]([NH:31][C:32](=[O:54])[C@@H:33]([NH:37][C:38](=[O:53])[C@H:39]([CH3:52])[C@H:40]([O:50][CH3:51])[C@@H:41]([CH3:49])[C@@H:42]([O:47][CH3:48])/[CH:43]=[CH:44]/[CH:45]=[CH2:46])[CH:34]([CH3:35])[CH3:36])[CH2:16][C:17]2[CH:22]=[CH:21][CH:20]=[C:19]([O:23][Si:24]([C:27]([CH3:28])([CH3:29])[CH3:30])([CH3:25])[CH3:26])[CH:18]=2)[NH:9]1)=[O:7])[CH2:68][CH:67]=[CH2:66], predict the reactants needed to synthesize it. The reactants are: C(O[C:6]([CH:8]1[CH2:13][CH2:12][CH2:11][N:10]([C:14](=[O:55])[C@@H:15]([NH:31][C:32](=[O:54])[C@@H:33]([NH:37][C:38](=[O:53])[C@H:39]([CH3:52])[C@H:40]([O:50][CH3:51])[C@@H:41]([CH3:49])[C@@H:42]([O:47][CH3:48])/[CH:43]=[CH:44]/[CH:45]=[CH2:46])[CH:34]([CH3:36])[CH3:35])[CH2:16][C:17]2[CH:22]=[CH:21][CH:20]=[C:19]([O:23][Si:24]([C:27]([CH3:30])([CH3:29])[CH3:28])([CH3:26])[CH3:25])[CH:18]=2)[NH:9]1)=[O:7])CC=C.C(OC([C@@H:63]1[CH2:68][CH2:67][CH2:66][N:64]([C:63](=O)[C@@H:68]([NH:64][C:63](=O)[C@@H:68](NC(OC(C)(C)C)=O)[CH:67](C)[CH3:66])[CH2:67][C:66]2C=CC=C(O[Si](C(C)(C)C)(C)C)C=2)[NH:64]1)=O)CC=C. (2) Given the product [Br:14][CH:4]([C:5]1[CH:10]=[CH:9][CH:8]=[CH:7][CH:6]=1)[C:3](=[O:11])[C:2]([F:12])([F:13])[F:1], predict the reactants needed to synthesize it. The reactants are: [F:1][C:2]([F:13])([F:12])[C:3](=[O:11])[CH2:4][C:5]1[CH:10]=[CH:9][CH:8]=[CH:7][CH:6]=1.[Br:14]Br. (3) The reactants are: B(Br)(Br)Br.C[O:6][C:7]1[CH:12]=[CH:11][C:10]2[CH:13]3[CH2:18][CH2:17][N:16]([C:19]([O:21][C:22]([CH3:25])([CH3:24])[CH3:23])=[O:20])[CH2:15][CH:14]3[O:26][C:9]=2[CH:8]=1.[OH-].[Na+].C(OC(OC(C)(C)C)=O)(OC(C)(C)C)=O. Given the product [OH:6][C:7]1[CH:12]=[CH:11][C:10]2[CH:13]3[CH2:18][CH2:17][N:16]([C:19]([O:21][C:22]([CH3:24])([CH3:23])[CH3:25])=[O:20])[CH2:15][CH:14]3[O:26][C:9]=2[CH:8]=1, predict the reactants needed to synthesize it. (4) Given the product [CH2:27]([O:1][C:2]1[CH:3]=[C:4]([C:8]2[CH2:13][CH2:12][N:11]([C:14]([O:16][C:17]([CH3:20])([CH3:19])[CH3:18])=[O:15])[CH2:10][CH:9]=2)[CH:5]=[CH:6][CH:7]=1)[C:28]1[CH:33]=[CH:32][CH:31]=[CH:30][CH:29]=1, predict the reactants needed to synthesize it. The reactants are: [OH:1][C:2]1[CH:3]=[C:4]([C:8]2[CH2:13][CH2:12][N:11]([C:14]([O:16][C:17]([CH3:20])([CH3:19])[CH3:18])=[O:15])[CH2:10][CH:9]=2)[CH:5]=[CH:6][CH:7]=1.C(=O)([O-])[O-].[K+].[K+].[CH2:27](Br)[C:28]1[CH:33]=[CH:32][CH:31]=[CH:30][CH:29]=1. (5) Given the product [Cl:1][C:2]1[CH:18]=[CH:17][C:5]2[N:6]([CH:11]3[CH2:15][CH2:14][CH:13]([OH:16])[CH2:12]3)[C:7]([CH2:9][N:25]3[C:26]4=[CH:27][N+:28]([O-:32])=[CH:29][CH:30]=[C:31]4[C:23]([S:20]([CH3:19])(=[O:22])=[O:21])=[N:24]3)=[N:8][C:4]=2[CH:3]=1, predict the reactants needed to synthesize it. The reactants are: [Cl:1][C:2]1[CH:18]=[CH:17][C:5]2[N:6]([CH:11]3[CH2:15][CH2:14][CH:13]([OH:16])[CH2:12]3)[C:7]([CH2:9]Cl)=[N:8][C:4]=2[CH:3]=1.[CH3:19][S:20]([C:23]1[C:31]2[C:26](=[CH:27][N+:28]([O-:32])=[CH:29][CH:30]=2)[NH:25][N:24]=1)(=[O:22])=[O:21].CS(C1C2C(=CN=CC=2)NN=1)(=O)=O. (6) Given the product [F:27][C:4]1[CH:3]=[C:2]([C:28]2[CH:33]=[CH:32][CH:31]=[CH:30][CH:29]=2)[CH:7]=[CH:6][C:5]=1[CH2:8][N:9]1[C:14](=[O:15])[C:13]([C:16]([NH:18][CH2:19][C:20]([OH:22])=[O:21])=[O:17])=[C:12]([OH:23])[C:11]([CH:24]([CH3:26])[CH3:25])=[N:10]1, predict the reactants needed to synthesize it. The reactants are: Br[C:2]1[CH:7]=[CH:6][C:5]([CH2:8][N:9]2[C:14](=[O:15])[C:13]([C:16]([NH:18][CH2:19][C:20]([OH:22])=[O:21])=[O:17])=[C:12]([OH:23])[C:11]([CH:24]([CH3:26])[CH3:25])=[N:10]2)=[C:4]([F:27])[CH:3]=1.[C:28]1(B(O)O)[CH:33]=[CH:32][CH:31]=[CH:30][CH:29]=1.C(=O)([O-])[O-].[K+].[K+].Cl.